Dataset: Forward reaction prediction with 1.9M reactions from USPTO patents (1976-2016). Task: Predict the product of the given reaction. (1) The product is: [CH2:1]([O:8][C:9]1[C:13]([CH2:14][CH2:15][C:16]([O:18][CH2:19][CH3:20])=[O:17])=[CH:12][N:11]([C:21]2[CH:22]=[CH:23][CH:24]=[CH:25][CH:26]=2)[N:10]=1)[C:2]1[CH:3]=[CH:4][CH:5]=[CH:6][CH:7]=1. Given the reactants [CH2:1]([O:8][C:9]1[C:13](/[CH:14]=[CH:15]/[C:16]([O:18][CH2:19][CH3:20])=[O:17])=[CH:12][N:11]([C:21]2[CH:26]=[CH:25][CH:24]=[CH:23][CH:22]=2)[N:10]=1)[C:2]1[CH:7]=[CH:6][CH:5]=[CH:4][CH:3]=1, predict the reaction product. (2) Given the reactants [Cl-].O[NH3+:3].[C:4](=[O:7])([O-])[OH:5].[Na+].CS(C)=O.[CH2:13]([C:15]1[S:53][C:18]2[N:19]([CH2:36][C:37]3[C:42]([F:43])=[CH:41][C:40]([C:44]4[C:45]([C:50]#[N:51])=[CH:46][CH:47]=[CH:48][CH:49]=4)=[CH:39][C:38]=3[F:52])[C:20](=[O:35])[N:21]([CH2:24][C:25]([C:27]3[CH:32]=[CH:31][C:30]([O:33][CH3:34])=[CH:29][CH:28]=3)=[O:26])[C:22](=[O:23])[C:17]=2[CH:16]=1)[CH3:14], predict the reaction product. The product is: [F:52][C:38]1[CH:39]=[C:40]([C:44]2[CH:49]=[CH:48][CH:47]=[CH:46][C:45]=2[C:50]2[NH:3][C:4](=[O:7])[O:5][N:51]=2)[CH:41]=[C:42]([F:43])[C:37]=1[CH2:36][N:19]1[C:18]2[S:53][C:15]([CH2:13][CH3:14])=[CH:16][C:17]=2[C:22](=[O:23])[N:21]([CH2:24][C:25]([C:27]2[CH:28]=[CH:29][C:30]([O:33][CH3:34])=[CH:31][CH:32]=2)=[O:26])[C:20]1=[O:35]. (3) Given the reactants [O:1]=[C:2]1[NH:7][C:6]2[CH:8]=[C:9]([CH2:12][N:13]3[CH2:18][CH2:17][N:16]([C:19]4[CH:27]=[CH:26][C:22]([C:23](O)=[O:24])=[CH:21][CH:20]=4)[CH2:15][CH2:14]3)[CH:10]=[N:11][C:5]=2[N:4]2[CH2:28][CH2:29][CH2:30][C@@H:3]12.Cl.[CH3:32][NH:33][CH3:34].CN(C(ON1N=NC2C=CC=NC1=2)=[N+](C)C)C.F[P-](F)(F)(F)(F)F.CN1CCOCC1, predict the reaction product. The product is: [CH3:32][N:33]([CH3:34])[C:23](=[O:24])[C:22]1[CH:26]=[CH:27][C:19]([N:16]2[CH2:15][CH2:14][N:13]([CH2:12][C:9]3[CH:10]=[N:11][C:5]4[N:4]5[CH2:28][CH2:29][CH2:30][C@H:3]5[C:2](=[O:1])[NH:7][C:6]=4[CH:8]=3)[CH2:18][CH2:17]2)=[CH:20][CH:21]=1. (4) Given the reactants BrC1C=C(C=CC=1)OC(C)(CC1C=CC(OCCC2N=C(C3CCCCC3)OC=2C)=CC=1)C(O)=O.S1C=CC(B(O)O)=C1.[C:57]1(P([C:57]2[CH:62]=[CH:61][CH:60]=[CH:59][CH:58]=2)[C:57]2[CH:62]=[CH:61][CH:60]=[CH:59][CH:58]=2)[CH:62]=[CH:61][CH:60]=[CH:59][CH:58]=1.[F-].[K+].[CH2:65]([O:67][C:68](=[O:100])[C:69]([CH3:99])([O:92][C:93]1[CH:98]=[CH:97][CH:96]=[CH:95][CH:94]=1)[CH2:70][C:71]1[CH:76]=[CH:75][C:74]([O:77][CH2:78][CH2:79][C:80]2[N:81]=[C:82]([CH:86]3[CH2:91][CH2:90][CH2:89][CH2:88][CH2:87]3)[O:83][C:84]=2[CH3:85])=[CH:73][CH:72]=1)[CH3:66], predict the reaction product. The product is: [CH2:65]([O:67][C:68](=[O:100])[C:69]([O:92][C:93]1[CH:94]=[C:95]([C:57]2[CH:58]=[CH:59][CH:60]=[CH:61][CH:62]=2)[CH:96]=[CH:97][CH:98]=1)([CH3:99])[CH2:70][C:71]1[CH:72]=[CH:73][C:74]([O:77][CH2:78][CH2:79][C:80]2[N:81]=[C:82]([CH:86]3[CH2:91][CH2:90][CH2:89][CH2:88][CH2:87]3)[O:83][C:84]=2[CH3:85])=[CH:75][CH:76]=1)[CH3:66]. (5) Given the reactants [CH3:1][N:2]1[C:7]2[CH:8]=[CH:9][CH:10]=[C:11]([CH2:12][CH:13]3[CH2:18][CH2:17][NH:16][CH2:15][CH2:14]3)[C:6]=2[O:5][CH2:4][C:3]1=[O:19].CS(O[CH2:25][CH2:26][O:27][C:28]1[CH:37]=[CH:36][CH:35]=[C:34]2[C:29]=1[CH:30]=[N:31][C:32]([CH3:38])=[N:33]2)(=O)=O, predict the reaction product. The product is: [CH3:1][N:2]1[C:7]2[CH:8]=[CH:9][CH:10]=[C:11]([CH2:12][CH:13]3[CH2:18][CH2:17][N:16]([CH2:25][CH2:26][O:27][C:28]4[CH:37]=[CH:36][CH:35]=[C:34]5[C:29]=4[CH:30]=[N:31][C:32]([CH3:38])=[N:33]5)[CH2:15][CH2:14]3)[C:6]=2[O:5][CH2:4][C:3]1=[O:19]. (6) Given the reactants F[C:2](F)(F)[C:3]([OH:5])=O.[C:8]([C:12]1[CH:13]=[C:14]([OH:18])C=[CH:16][CH:17]=1)([CH3:11])([CH3:10])[CH3:9].C1N2CN3CN(C2)CN1C3, predict the reaction product. The product is: [C:8]([C:12]1[CH:13]=[C:14]([OH:18])[C:2](=[CH:16][CH:17]=1)[CH:3]=[O:5])([CH3:11])([CH3:10])[CH3:9].